From a dataset of NCI-60 drug combinations with 297,098 pairs across 59 cell lines. Regression. Given two drug SMILES strings and cell line genomic features, predict the synergy score measuring deviation from expected non-interaction effect. (1) Drug 1: C1=CC(=CC=C1CC(C(=O)O)N)N(CCCl)CCCl.Cl. Drug 2: C1CN(P(=O)(OC1)NCCCl)CCCl. Cell line: MDA-MB-231. Synergy scores: CSS=14.4, Synergy_ZIP=-4.00, Synergy_Bliss=-1.77, Synergy_Loewe=-4.95, Synergy_HSA=-2.32. (2) Drug 1: CN1CCC(CC1)COC2=C(C=C3C(=C2)N=CN=C3NC4=C(C=C(C=C4)Br)F)OC. Drug 2: CC(C)CN1C=NC2=C1C3=CC=CC=C3N=C2N. Cell line: UACC62. Synergy scores: CSS=-0.0480, Synergy_ZIP=-1.88, Synergy_Bliss=-4.65, Synergy_Loewe=-10.4, Synergy_HSA=-6.81. (3) Drug 1: CC1=C(C=C(C=C1)NC2=NC=CC(=N2)N(C)C3=CC4=NN(C(=C4C=C3)C)C)S(=O)(=O)N.Cl. Drug 2: CCCS(=O)(=O)NC1=C(C(=C(C=C1)F)C(=O)C2=CNC3=C2C=C(C=N3)C4=CC=C(C=C4)Cl)F. Synergy scores: CSS=57.0, Synergy_ZIP=9.66, Synergy_Bliss=11.1, Synergy_Loewe=-15.2, Synergy_HSA=9.42. Cell line: HT29.